This data is from Reaction yield outcomes from USPTO patents with 853,638 reactions. The task is: Predict the reaction yield, written as a fraction of the theoretical maximum amount of product (1.0 means a 100% yield; for example, 0.34 means a 34% yield). (1) The reactants are [N:1]1([CH2:6][CH2:7]O)[CH2:5][CH2:4][CH2:3][CH2:2]1.S(Cl)([Cl:11])=O. No catalyst specified. The product is [ClH:11].[Cl:11][CH2:7][CH2:6][N:1]1[CH2:5][CH2:4][CH2:3][CH2:2]1. The yield is 0.460. (2) The reactants are [Br:1][C:2]1[C:10]2[NH:9][CH:8]=[N:7][C:6]=2[CH:5]=[CH:4][C:3]=1[NH2:11]. The catalyst is C(O)C(C)C. The product is [Br:1][C:2]1[C:10]2[NH:9][CH:8]=[N:7][C:6]=2[CH:5]=[CH:4][C:3]=1[NH:11][C:8]1[NH:9][CH2:10][CH2:6][N:7]=1. The yield is 0.840. (3) The reactants are [CH:1]([N:4]1[C:8]([C:9]2[S:10][C:11]3[CH2:12][CH2:13][O:14][C:15]4[CH:22]=[CH:21][C:20]([CH:23]=[O:24])=[CH:19][C:16]=4[C:17]=3[N:18]=2)=[N:7][CH:6]=[N:5]1)([CH3:3])[CH3:2].[F:25][C:26]([Si](C)(C)C)([F:28])[F:27].CCCC[N+](CCCC)(CCCC)CCCC.[F-]. The catalyst is C1COCC1. The product is [F:25][C:26]([F:28])([F:27])[CH:23]([C:20]1[CH:21]=[CH:22][C:15]2[O:14][CH2:13][CH2:12][C:11]3[S:10][C:9]([C:8]4[N:4]([CH:1]([CH3:3])[CH3:2])[N:5]=[CH:6][N:7]=4)=[N:18][C:17]=3[C:16]=2[CH:19]=1)[OH:24]. The yield is 0.0600. (4) The reactants are Br[C:2]1[CH:3]=[C:4]2[C:26]([C:27]3([C:40]4[CH:39]=[CH:38][CH:37]=[CH:36][C:35]=4[C:34]4[C:29]3=[CH:30][CH:31]=[CH:32][CH:33]=4)[CH:28]=1)=[C:7]1[CH:8]=[C:9]3[C:22](=[CH:23][C:6]1=[CH:5]2)[C:21]1[C:16](=[CH:17][CH:18]=[CH:19][CH:20]=1)[C:15]1[C:10]3=[CH:11][CH:12]=[C:13]([O:24][CH3:25])[CH:14]=1.[C:41]1([CH3:55])[CH:46]=[CH:45][CH:44]=[C:43]([NH:47][C:48]2[CH:49]=[C:50]([CH3:54])[CH:51]=[CH:52][CH:53]=2)[CH:42]=1.CC(C)([O-])C.[Na+]. The catalyst is C([O-])(=O)C.[Pd+2].C([O-])(=O)C.C1(P(C2CCCCC2)C2C=CC=CC=2C2C=CC=CC=2)CCCCC1.C1(C)C=CC=CC=1. The product is [CH3:25][O:24][C:13]1[CH:14]=[C:15]2[C:10](=[CH:11][CH:12]=1)[C:9]1[C:22](=[CH:23][C:6]3[C:7](=[C:26]4[C:4]([CH:5]=3)=[CH:3][C:2]([N:47]([C:48]3[CH:49]=[C:50]([CH3:54])[CH:51]=[CH:52][CH:53]=3)[C:43]3[CH:42]=[C:41]([CH3:55])[CH:46]=[CH:45][CH:44]=3)=[CH:28][C:27]34[C:29]4[CH:30]=[CH:31][CH:32]=[CH:33][C:34]=4[C:35]4[C:40]3=[CH:39][CH:38]=[CH:37][CH:36]=4)[CH:8]=1)[C:21]1[C:16]2=[CH:17][CH:18]=[CH:19][CH:20]=1. The yield is 0.710. (5) The reactants are [C:1]([O:6][CH2:7][CH3:8])(=[O:5])/[CH:2]=[CH:3]/[CH3:4].[CH2:9]([S-:11])[CH3:10].[Na+]. The catalyst is CN(C=O)C.O. The product is [CH2:9]([S:11][CH:3]([CH3:4])[CH2:2][C:1]([O:6][CH2:7][CH3:8])=[O:5])[CH3:10]. The yield is 0.140. (6) The reactants are [NH2:1][C:2]1[N:7]=[CH:6][C:5]([O:8][CH:9]2[CH2:12][N:11]([C:13]([O:15][C:16]([CH3:19])([CH3:18])[CH3:17])=[O:14])[CH2:10]2)=[CH:4][CH:3]=1.Br[C:21]1[C:22](=[O:29])[N:23]([CH3:28])[CH:24]=[C:25]([Br:27])[CH:26]=1.C([O-])([O-])=O.[Cs+].[Cs+]. The catalyst is C1C=CC(/C=C/C(/C=C/C2C=CC=CC=2)=O)=CC=1.C1C=CC(/C=C/C(/C=C/C2C=CC=CC=2)=O)=CC=1.C1C=CC(/C=C/C(/C=C/C2C=CC=CC=2)=O)=CC=1.[Pd].[Pd].CC1(C)C2C(=C(P(C3C=CC=CC=3)C3C=CC=CC=3)C=CC=2)OC2C(P(C3C=CC=CC=3)C3C=CC=CC=3)=CC=CC1=2.O1CCOCC1. The product is [Br:27][C:25]1[CH:26]=[C:21]([NH:1][C:2]2[N:7]=[CH:6][C:5]([O:8][CH:9]3[CH2:12][N:11]([C:13]([O:15][C:16]([CH3:19])([CH3:18])[CH3:17])=[O:14])[CH2:10]3)=[CH:4][CH:3]=2)[C:22](=[O:29])[N:23]([CH3:28])[CH:24]=1. The yield is 0.900. (7) The reactants are [F-].[Cs+].[Br:3][C:4]1[C:12]2[C:7](=[CH:8][C:9]([O:13][Si](C(C)(C)C)(C)C)=[CH:10][CH:11]=2)[N:6]([C:21]([O:23][C:24]([CH3:27])([CH3:26])[CH3:25])=[O:22])[C:5]=1[C:28]([O:30][CH3:31])=[O:29]. The catalyst is CN(C=O)C. The product is [Br:3][C:4]1[C:12]2[C:7](=[CH:8][C:9]([OH:13])=[CH:10][CH:11]=2)[N:6]([C:21]([O:23][C:24]([CH3:27])([CH3:26])[CH3:25])=[O:22])[C:5]=1[C:28]([O:30][CH3:31])=[O:29]. The yield is 0.700.